From a dataset of Forward reaction prediction with 1.9M reactions from USPTO patents (1976-2016). Predict the product of the given reaction. (1) Given the reactants C(=O)([O-])[O:2][CH:3](CC=C)[C:4]1[S:5][C:6]2[CH:12]=[CH:11][C:10]([NH2:13])=[C:9]([F:14])[C:7]=2[N:8]=1.[F:20][C:21]([F:32])([F:31])[C:22]1[CH:30]=[CH:29][C:25]([C:26](O)=[O:27])=[CH:24][N:23]=1, predict the reaction product. The product is: [F:14][C:9]1[C:7]2[N:8]=[C:4]([CH2:3][OH:2])[S:5][C:6]=2[CH:12]=[CH:11][C:10]=1[NH:13][C:26](=[O:27])[C:25]1[CH:29]=[CH:30][C:22]([C:21]([F:32])([F:20])[F:31])=[N:23][CH:24]=1. (2) Given the reactants C([O:3][C:4]([C:6]1[O:10][N:9]=[C:8]([C:11]2[CH:16]=[CH:15][C:14]([O:17][Si:18]([C:21]([CH3:24])([CH3:23])[CH3:22])([CH3:20])[CH3:19])=[CH:13][CH:12]=2)[CH:7]=1)=O)C.[NH3:25], predict the reaction product. The product is: [C:21]([Si:18]([CH3:20])([CH3:19])[O:17][C:14]1[CH:15]=[CH:16][C:11]([C:8]2[CH:7]=[C:6]([C:4]([NH2:25])=[O:3])[O:10][N:9]=2)=[CH:12][CH:13]=1)([CH3:24])([CH3:23])[CH3:22].